The task is: Predict which catalyst facilitates the given reaction.. This data is from Catalyst prediction with 721,799 reactions and 888 catalyst types from USPTO. (1) Reactant: [NH2:1][C:2]1[CH:3]=[CH:4][C:5]([CH3:22])=[C:6]([NH:8][C:9]2[N:10]=[CH:11][C:12]3[N:17]=[C:16]([NH:18][C:19](=[O:21])[CH3:20])[S:15][C:13]=3[N:14]=2)[CH:7]=1.[Cl:23][C:24]1[C:32]([C:33]2([C:36]#[N:37])[CH2:35][CH2:34]2)=[CH:31][CH:30]=[CH:29][C:25]=1[C:26](O)=[O:27].F[P-](F)(F)(F)(F)F.N1(OC(N(C)C)=[N+](C)C)C2N=CC=CC=2N=N1.C(=O)([O-])O.[Na+]. Product: [C:19]([NH:18][C:16]1[S:15][C:13]2[N:14]=[C:9]([NH:8][C:6]3[CH:7]=[C:2]([NH:1][C:26](=[O:27])[C:25]4[CH:29]=[CH:30][CH:31]=[C:32]([C:33]5([C:36]#[N:37])[CH2:34][CH2:35]5)[C:24]=4[Cl:23])[CH:3]=[CH:4][C:5]=3[CH3:22])[N:10]=[CH:11][C:12]=2[N:17]=1)(=[O:21])[CH3:20]. The catalyst class is: 17. (2) Reactant: [Br:1][C:2]1[CH:8]=[CH:7][C:5]([NH2:6])=[C:4]([Cl:9])[CH:3]=1.Cl[C:11](Cl)([O:13]C(=O)OC(Cl)(Cl)Cl)Cl. Product: [Br:1][C:2]1[CH:8]=[CH:7][C:5]([N:6]=[C:11]=[O:13])=[C:4]([Cl:9])[CH:3]=1. The catalyst class is: 1. (3) Reactant: Cl.[CH3:2][O:3][C:4](=[O:14])[C@@H:5]([CH2:7][C:8]1[CH:13]=[CH:12][CH:11]=[CH:10][CH:9]=1)[NH2:6].N. Product: [CH3:2][O:3][C:4](=[O:14])[C@@H:5]([CH2:7][C:8]1[CH:13]=[CH:12][CH:11]=[CH:10][CH:9]=1)[NH2:6]. The catalyst class is: 4. (4) Reactant: [N:1]1([C:7]2[CH:12]=[CH:11][C:10]([NH:13][C:14]([C:16]3[CH:17]=[C:18]([CH:30]=[CH:31][CH:32]=3)[CH2:19][S:20][CH2:21][CH2:22][C:23]([O:25]C(C)(C)C)=[O:24])=[O:15])=[C:9]([C:33]3[CH:38]=[C:37]([NH:39][CH:40]([C:42]4[CH:47]=[CH:46][CH:45]=[C:44]([C:48]([F:51])([F:50])[F:49])[CH:43]=4)[CH3:41])[N:36]=[CH:35][N:34]=3)[CH:8]=2)[CH2:6][CH2:5][CH2:4][CH2:3][CH2:2]1.FC(F)(F)C(O)=O. Product: [N:1]1([C:7]2[CH:12]=[CH:11][C:10]([NH:13][C:14]([C:16]3[CH:17]=[C:18]([CH:30]=[CH:31][CH:32]=3)[CH2:19][S:20][CH2:21][CH2:22][C:23]([OH:25])=[O:24])=[O:15])=[C:9]([C:33]3[CH:38]=[C:37]([NH:39][CH:40]([C:42]4[CH:47]=[CH:46][CH:45]=[C:44]([C:48]([F:51])([F:50])[F:49])[CH:43]=4)[CH3:41])[N:36]=[CH:35][N:34]=3)[CH:8]=2)[CH2:6][CH2:5][CH2:4][CH2:3][CH2:2]1. The catalyst class is: 4. (5) Reactant: [O:1]1[CH2:6][CH:5]=[C:4]([C:7]2[N:12]=[CH:11][C:10]([C:13]3[CH:14]=[N:15][C:16]([O:19][CH3:20])=[CH:17][CH:18]=3)=[C:9]([NH2:21])[CH:8]=2)[CH2:3][CH2:2]1.Br[C:23]1[C:32]2[C:27](=[CH:28][C:29]([F:34])=[CH:30][C:31]=2[F:33])[N:26]=[C:25]([C:35]2[CH:40]=[C:39]([CH3:41])[CH:38]=[CH:37][N:36]=2)[C:24]=1[CH3:42].C1(P(C2CCCCC2)C2(CCC)CC(CCC)=CC(CCC)=C2C2C=CC=CC=2)CCCCC1.CC(C1C=C(C(C)C)C(C2C=CC=CC=2P(C2CCCCC2)C2CCCCC2)=C(C(C)C)C=1)C.CC(C)([O-])C.[Na+]. Product: [O:1]1[CH2:2][CH:3]=[C:4]([C:7]2[N:12]=[CH:11][C:10]([C:13]3[CH:14]=[N:15][C:16]([O:19][CH3:20])=[CH:17][CH:18]=3)=[C:9]([NH:21][C:23]3[C:32]4[C:27](=[CH:28][C:29]([F:34])=[CH:30][C:31]=4[F:33])[N:26]=[C:25]([C:35]4[CH:40]=[C:39]([CH3:41])[CH:38]=[CH:37][N:36]=4)[C:24]=3[CH3:42])[CH:8]=2)[CH2:5][CH2:6]1. The catalyst class is: 491.